Dataset: Serine/threonine kinase 33 screen with 319,792 compounds. Task: Binary Classification. Given a drug SMILES string, predict its activity (active/inactive) in a high-throughput screening assay against a specified biological target. (1) The drug is Brc1sc(c2nc3c(c(C(=O)NCCCOCC)c2)cccc3)cc1. The result is 0 (inactive). (2) The result is 0 (inactive). The drug is s1c2c(CCN(C2)C(=O)C)c(c1NC(=O)C1Oc2c(OC1)cccc2)C(=O)N. (3) The compound is S(=O)(=O)(N1CCCC1)c1cc2N(CC(=O)NCCN(CCCC)CC)C(=O)COc2cc1. The result is 0 (inactive). (4) The molecule is Brc1c(C(=O)Nc2cc(C(=O)N3CCCCC3)ccc2)cccc1. The result is 0 (inactive). (5) The compound is S(CC(=O)N1C(CC(c2c1ccc(OC)c2)C)(C)C)c1sc2c(n1)cccc2. The result is 0 (inactive). (6) The compound is S(=O)(=O)(N(CC(=O)N1CCN(CC1)Cc1ccccc1)c1c(OC)ccc(OC)c1)C. The result is 0 (inactive). (7) The molecule is OCCC1N(CCCC1)CC(=O)c1c2c([nH]c1C)cccc2. The result is 0 (inactive).